From a dataset of Reaction yield outcomes from USPTO patents with 853,638 reactions. Predict the reaction yield, written as a fraction of the theoretical maximum amount of product (1.0 means a 100% yield; for example, 0.34 means a 34% yield). (1) The reactants are [CH3:1][O:2][C:3]1[CH:12]=[C:11]2[C:6]([CH2:7][CH2:8][NH:9][C:10]2=[O:13])=[CH:5][CH:4]=1.C1C(=O)N([I:21])C(=O)C1.[OH-].[Na+]. The catalyst is OS(O)(=O)=O. The product is [I:21][C:12]1[C:3]([O:2][CH3:1])=[CH:4][CH:5]=[C:6]2[C:11]=1[C:10](=[O:13])[NH:9][CH2:8][CH2:7]2. The yield is 0.790. (2) The reactants are [Cl:1][C:2]1[C:28]([Cl:29])=[CH:27][C:5]([CH2:6][NH:7][C:8]([CH:10]2[CH2:15][CH2:14][N:13]([CH:16]3[CH2:19][N:18]([C:20](OC(C)(C)C)=[O:21])[CH2:17]3)[CH2:12][CH2:11]2)=[O:9])=[C:4]([O:30][CH3:31])[CH:3]=1.[CH2:32](N(CC)CC)[CH3:33].C(Cl)(=O)C=C. The catalyst is Cl.CO.C(Cl)Cl. The product is [C:20]([N:18]1[CH2:17][CH:16]([N:13]2[CH2:14][CH2:15][CH:10]([C:8]([NH:7][CH2:6][C:5]3[CH:27]=[C:28]([Cl:29])[C:2]([Cl:1])=[CH:3][C:4]=3[O:30][CH3:31])=[O:9])[CH2:11][CH2:12]2)[CH2:19]1)(=[O:21])[CH:32]=[CH2:33]. The yield is 0.820. (3) The product is [NH2:13][C:9]1[N:10]=[CH:11][N:12]=[C:7]([O:6][C:5]2[CH:27]=[CH:28][C:2]([NH:1][C:34](=[O:35])/[CH:33]=[CH:32]/[CH2:31][N:30]([CH3:37])[CH3:29])=[CH:3][CH:4]=2)[C:8]=1[C:14]1[CH:19]=[CH:18][C:17]([O:20][C:21]2[CH:26]=[CH:25][CH:24]=[CH:23][CH:22]=2)=[CH:16][CH:15]=1. The reactants are [NH2:1][C:2]1[CH:28]=[CH:27][C:5]([O:6][C:7]2[N:12]=[CH:11][N:10]=[C:9]([NH2:13])[C:8]=2[C:14]2[CH:19]=[CH:18][C:17]([O:20][C:21]3[CH:26]=[CH:25][CH:24]=[CH:23][CH:22]=3)=[CH:16][CH:15]=2)=[CH:4][CH:3]=1.[CH3:29][N:30]([CH3:37])[CH2:31]/[CH:32]=[CH:33]/[C:34](O)=[O:35]. The yield is 0.290. No catalyst specified. (4) The reactants are [CH3:1][O:2][C:3]1[CH:4]=[C:5]2[C:10](=[CH:11][C:12]=1[O:13][CH2:14][CH2:15][N:16]1[CH2:21][CH2:20][O:19][CH2:18][CH2:17]1)[N:9]=[CH:8][CH:7]=[C:6]2[O:22][C:23]1[C:24]([CH3:33])=[N:25][C:26]2[C:31]([CH:32]=1)=[CH:30][CH:29]=[CH:28][CH:27]=2.[ClH:34].CO. No catalyst specified. The product is [ClH:34].[CH3:1][O:2][C:3]1[CH:4]=[C:5]2[C:10](=[CH:11][C:12]=1[O:13][CH2:14][CH2:15][N:16]1[CH2:17][CH2:18][O:19][CH2:20][CH2:21]1)[N:9]=[CH:8][CH:7]=[C:6]2[O:22][C:23]1[C:24]([CH3:33])=[N:25][C:26]2[C:31]([CH:32]=1)=[CH:30][CH:29]=[CH:28][CH:27]=2. The yield is 0.590. (5) The reactants are [NH2:1][C:2]1[C:3]2[C:10](Br)=[CH:9][N:8]([CH:12]3[CH2:17][CH2:16][N:15]([C:18]([O:20][C:21]([CH3:24])([CH3:23])[CH3:22])=[O:19])[CH2:14][CH2:13]3)[C:4]=2[N:5]=[CH:6][N:7]=1.[CH3:25][C:26]1[CH:27]=[C:28]([CH2:32][C:33]([N:35]2[C:43]3[C:38](=[CH:39][C:40](B4OC(C)(C)C(C)(C)O4)=[CH:41][CH:42]=3)[CH2:37][CH2:36]2)=[O:34])[CH:29]=[CH:30][CH:31]=1.C([O-])(O)=O.[Na+]. The catalyst is O1CCOCC1.O.C1C=CC([P]([Pd]([P](C2C=CC=CC=2)(C2C=CC=CC=2)C2C=CC=CC=2)([P](C2C=CC=CC=2)(C2C=CC=CC=2)C2C=CC=CC=2)[P](C2C=CC=CC=2)(C2C=CC=CC=2)C2C=CC=CC=2)(C2C=CC=CC=2)C2C=CC=CC=2)=CC=1. The product is [NH2:1][C:2]1[C:3]2[C:10]([C:40]3[CH:39]=[C:38]4[C:43](=[CH:42][CH:41]=3)[N:35]([C:33](=[O:34])[CH2:32][C:28]3[CH:29]=[CH:30][CH:31]=[C:26]([CH3:25])[CH:27]=3)[CH2:36][CH2:37]4)=[CH:9][N:8]([CH:12]3[CH2:17][CH2:16][N:15]([C:18]([O:20][C:21]([CH3:24])([CH3:23])[CH3:22])=[O:19])[CH2:14][CH2:13]3)[C:4]=2[N:5]=[CH:6][N:7]=1. The yield is 0.800. (6) The reactants are [Cl:1][C:2]1[CH:10]=[CH:9][C:5]([CH2:6][C:7]#[N:8])=[C:4]([O:11][CH3:12])[CH:3]=1.[Cl:13][C:14]1[CH:15]=[C:16]([CH:19]=[CH:20][CH:21]=1)[CH:17]=O.C[O-].[Na+]. The catalyst is CO. The product is [Cl:1][C:2]1[CH:10]=[CH:9][C:5](/[C:6](=[CH:17]/[C:16]2[CH:19]=[CH:20][CH:21]=[C:14]([Cl:13])[CH:15]=2)/[C:7]#[N:8])=[C:4]([O:11][CH3:12])[CH:3]=1. The yield is 0.630. (7) The reactants are [CH3:1][O:2][C:3]1[C:17]([O:18][CH2:19][CH2:20][P:21]([CH2:26][CH2:27][O:28][C:29]2[C:30]([O:44][CH3:45])=[CH:31][C:32]3[C:38](=[O:39])[N:37]4[CH2:40][CH2:41][CH2:42][C@H:36]4[CH:35]=[N:34][C:33]=3[CH:43]=2)(=[O:25])[O:22][CH2:23][CH3:24])=[CH:16][C:6]2[N:7]=[CH:8][C@@H:9]3[CH2:15][CH2:14][CH2:13][N:10]3[C:11](=[O:12])[C:5]=2[CH:4]=1.[BH4-].[Na+].COCCOCCOC. The catalyst is ClCCl.C(O)C. The product is [CH3:45][O:44][C:30]1[C:29]([O:28][CH2:27][CH2:26][P:21]([CH2:20][CH2:19][O:18][C:17]2[C:3]([O:2][CH3:1])=[CH:4][C:5]3[C:11](=[O:12])[N:10]4[CH2:13][CH2:14][CH2:15][C@H:9]4[CH:8]=[N:7][C:6]=3[CH:16]=2)(=[O:25])[O:22][CH2:23][CH3:24])=[CH:43][C:33]2[NH:34][CH2:35][C@@H:36]3[CH2:42][CH2:41][CH2:40][N:37]3[C:38](=[O:39])[C:32]=2[CH:31]=1. The yield is 0.430. (8) The reactants are [F:1][C:2]1[CH:3]=[C:4]2[C:9](=[C:10]([NH2:12])[CH:11]=1)[N:8]=[CH:7][CH:6]=[CH:5]2.[N+:13]([C:16]1[CH:21]=[CH:20][CH:19]=[CH:18][C:17]=1[S:22](Cl)(=[O:24])=[O:23])([O-:15])=[O:14]. The catalyst is N1C=CC=CC=1. The product is [F:1][C:2]1[CH:3]=[C:4]2[C:9](=[C:10]([NH:12][S:22]([C:17]3[CH:18]=[CH:19][CH:20]=[CH:21][C:16]=3[N+:13]([O-:15])=[O:14])(=[O:23])=[O:24])[CH:11]=1)[N:8]=[CH:7][CH:6]=[CH:5]2. The yield is 0.760.